This data is from NCI-60 drug combinations with 297,098 pairs across 59 cell lines. The task is: Regression. Given two drug SMILES strings and cell line genomic features, predict the synergy score measuring deviation from expected non-interaction effect. (1) Drug 1: C1CC(=O)NC(=O)C1N2CC3=C(C2=O)C=CC=C3N. Drug 2: C1=CC(=CC=C1CC(C(=O)O)N)N(CCCl)CCCl.Cl. Cell line: BT-549. Synergy scores: CSS=20.8, Synergy_ZIP=-2.78, Synergy_Bliss=6.84, Synergy_Loewe=5.61, Synergy_HSA=5.65. (2) Drug 1: CN(CCCl)CCCl.Cl. Drug 2: COC1=C2C(=CC3=C1OC=C3)C=CC(=O)O2. Cell line: UO-31. Synergy scores: CSS=3.03, Synergy_ZIP=-2.17, Synergy_Bliss=1.95, Synergy_Loewe=-9.93, Synergy_HSA=-0.960.